From a dataset of TCR-epitope binding with 47,182 pairs between 192 epitopes and 23,139 TCRs. Binary Classification. Given a T-cell receptor sequence (or CDR3 region) and an epitope sequence, predict whether binding occurs between them. (1) The epitope is GTITSGWTF. The TCR CDR3 sequence is CASSQDRTDGNTIYF. Result: 0 (the TCR does not bind to the epitope). (2) The epitope is TPGPGVRYPL. The TCR CDR3 sequence is CASSSSGVSTDTQYF. Result: 0 (the TCR does not bind to the epitope). (3) The epitope is YVFCTVNAL. Result: 0 (the TCR does not bind to the epitope). The TCR CDR3 sequence is CASSLVPAGVSYEQYF. (4) The epitope is KEIDRLNEV. The TCR CDR3 sequence is CASRSVKIEAKNRLAKNIQYF. Result: 0 (the TCR does not bind to the epitope). (5) The epitope is FIAGLIAIV. The TCR CDR3 sequence is CASSYSGVAGNTIYF. Result: 0 (the TCR does not bind to the epitope).